Task: Regression. Given two drug SMILES strings and cell line genomic features, predict the synergy score measuring deviation from expected non-interaction effect.. Dataset: NCI-60 drug combinations with 297,098 pairs across 59 cell lines (1) Drug 1: C#CCC(CC1=CN=C2C(=N1)C(=NC(=N2)N)N)C3=CC=C(C=C3)C(=O)NC(CCC(=O)O)C(=O)O. Drug 2: C(CCl)NC(=O)N(CCCl)N=O. Cell line: NCI-H522. Synergy scores: CSS=4.77, Synergy_ZIP=-0.726, Synergy_Bliss=2.89, Synergy_Loewe=0.366, Synergy_HSA=0.0800. (2) Drug 1: CC1=C(N=C(N=C1N)C(CC(=O)N)NCC(C(=O)N)N)C(=O)NC(C(C2=CN=CN2)OC3C(C(C(C(O3)CO)O)O)OC4C(C(C(C(O4)CO)O)OC(=O)N)O)C(=O)NC(C)C(C(C)C(=O)NC(C(C)O)C(=O)NCCC5=NC(=CS5)C6=NC(=CS6)C(=O)NCCC[S+](C)C)O. Drug 2: CCC1(CC2CC(C3=C(CCN(C2)C1)C4=CC=CC=C4N3)(C5=C(C=C6C(=C5)C78CCN9C7C(C=CC9)(C(C(C8N6C)(C(=O)OC)O)OC(=O)C)CC)OC)C(=O)OC)O.OS(=O)(=O)O. Cell line: SF-539. Synergy scores: CSS=39.4, Synergy_ZIP=4.85, Synergy_Bliss=7.78, Synergy_Loewe=4.32, Synergy_HSA=5.36. (3) Drug 1: CS(=O)(=O)C1=CC(=C(C=C1)C(=O)NC2=CC(=C(C=C2)Cl)C3=CC=CC=N3)Cl. Drug 2: C1=NC(=NC(=O)N1C2C(C(C(O2)CO)O)O)N. Cell line: ACHN. Synergy scores: CSS=23.9, Synergy_ZIP=-2.21, Synergy_Bliss=3.68, Synergy_Loewe=-34.1, Synergy_HSA=2.07.